Dataset: Full USPTO retrosynthesis dataset with 1.9M reactions from patents (1976-2016). Task: Predict the reactants needed to synthesize the given product. (1) Given the product [Cl:13][C:14]1[CH:15]=[CH:16][C:17]([C:20]2[NH:21][C:22]([C:8](=[O:11])[CH2:9][CH3:10])=[CH:23][C:24]=2[CH3:25])=[CH:18][CH:19]=1, predict the reactants needed to synthesize it. The reactants are: P(Cl)(Cl)(Cl)=O.CN(C)[C:8](=[O:11])[CH2:9][CH3:10].[Cl:13][C:14]1[CH:19]=[CH:18][C:17]([C:20]2[NH:21][CH:22]=[CH:23][C:24]=2[CH3:25])=[CH:16][CH:15]=1.O.O.O.C([O-])(=O)C.[Na+]. (2) Given the product [Cl:1][C:2]1[CH:3]=[C:4]([C@H:9]([OH:11])[CH3:10])[CH:5]=[C:6]([CH3:8])[CH:7]=1, predict the reactants needed to synthesize it. The reactants are: [Cl:1][C:2]1[CH:3]=[C:4]([C:9](=[O:11])[CH3:10])[CH:5]=[C:6]([CH3:8])[CH:7]=1.[Cl-].[NH4+]. (3) Given the product [CH3:1][O:2][C:3]1[CH:12]=[CH:11][C:10]([I:13])=[CH:9][C:4]=1[C:5]([OH:7])=[O:6], predict the reactants needed to synthesize it. The reactants are: [CH3:1][O:2][C:3]1[CH:12]=[CH:11][C:10]([I:13])=[CH:9][C:4]=1[C:5]([O:7]C)=[O:6].O. (4) Given the product [Cl:14][C:15]1[CH:22]=[CH:21][C:18]([C:19]2[N:11]3[C:12]4[C:2](=[CH:3][CH:4]=[CH:5][C:6]=4[C:7](=[O:13])[NH:8][CH2:9][CH2:10]3)[N:1]=2)=[CH:17][CH:16]=1, predict the reactants needed to synthesize it. The reactants are: [NH2:1][C:2]1[C:12]2[NH:11][CH2:10][CH2:9][NH:8][C:7](=[O:13])[C:6]=2[CH:5]=[CH:4][CH:3]=1.[Cl:14][C:15]1[CH:22]=[CH:21][C:18]([CH:19]=O)=[CH:17][CH:16]=1.C(=O)(O)[O-].[Na+]. (5) Given the product [O:1]1[CH2:2][CH:3]([C@H:5]([NH:7][C:8]([C:10]2[C:18]3[C:13](=[N:14][CH:15]=[C:16]([C:19]4[C:27]5[C:22](=[CH:23][C:24]([F:28])=[CH:25][CH:26]=5)[N:21]([CH3:29])[N:20]=4)[N:17]=3)[NH:12][CH:11]=2)=[O:9])[CH3:6])[CH2:4]1, predict the reactants needed to synthesize it. The reactants are: [O:1]1[CH2:4][CH:3]([C@H:5]([NH:7][C:8]([C:10]2[C:18]3[C:13](=[N:14][CH:15]=[C:16]([C:19]4[C:27]5[C:22](=[CH:23][C:24]([F:28])=[CH:25][CH:26]=5)[N:21]([CH3:29])[N:20]=4)[N:17]=3)[N:12](COCC[Si](C)(C)C)[CH:11]=2)=[O:9])[CH3:6])[CH2:2]1.[F-].C([N+](CCCC)(CCCC)CCCC)CCC. (6) The reactants are: F[P-](F)(F)(F)(F)F.N1(O[P+](N(C)C)(N(C)C)N(C)C)C2C=CC=CC=2N=N1.[O:28]1[CH2:33][CH2:32][O:31][C:30]2[CH:34]=[C:35]([C:38]([OH:40])=O)[CH:36]=[CH:37][C:29]1=2.CCN(C(C)C)C(C)C.[NH2:50][C@@H:51]1[CH2:56][CH2:55][N:54]([C:57]([O:59][C:60]([CH3:63])([CH3:62])[CH3:61])=[O:58])[C@@H:53]([C:64]([O:66][CH3:67])=[O:65])[CH2:52]1. Given the product [O:28]1[CH2:33][CH2:32][O:31][C:30]2[CH:34]=[C:35]([C:38]([NH:50][C@@H:51]3[CH2:56][CH2:55][N:54]([C:57]([O:59][C:60]([CH3:61])([CH3:62])[CH3:63])=[O:58])[C@@H:53]([C:64]([O:66][CH3:67])=[O:65])[CH2:52]3)=[O:40])[CH:36]=[CH:37][C:29]1=2, predict the reactants needed to synthesize it. (7) Given the product [N:1]1([S:7]([NH2:10])(=[O:9])=[O:8])[CH2:6][CH2:5][O:4][CH2:3][CH2:2]1, predict the reactants needed to synthesize it. The reactants are: [NH:1]1[CH2:6][CH2:5][O:4][CH2:3][CH2:2]1.[S:7](N)([NH2:10])(=[O:9])=[O:8]. (8) Given the product [CH3:18][C:15]1[CH:16]=[CH:17][C:11]2[O:10][C:9]([NH:8][C:5]3[CH:6]=[CH:7][C:2]([C:20]4[CH:21]=[CH:22][C:23]([C:24]([C@@H:26]5[CH2:30][CH2:29][CH2:28][C@H:27]5[C:31]([OH:33])=[O:32])=[O:25])=[CH:35][CH:36]=4)=[CH:3][CH:4]=3)=[N:13][C:12]=2[CH:14]=1, predict the reactants needed to synthesize it. The reactants are: Br[C:2]1[CH:7]=[CH:6][C:5]([NH:8][C:9]2[O:10][C:11]3[CH:17]=[CH:16][C:15]([CH3:18])=[CH:14][C:12]=3[N:13]=2)=[CH:4][CH:3]=1.Br[C:20]1[CH:36]=[CH:35][C:23]([C:24]([C@@H:26]2[CH2:30][CH2:29][CH2:28][C@H:27]2[C:31]([O:33]C)=[O:32])=[O:25])=[CH:22][CH:21]=1.FC1C=C(C2C=CC(C([C@@H]3CCC[C@H]3C(O)=O)=O)=CC=2)C=CC=1NC1SC2C=C(OC(F)(F)F)C=CC=2N=1. (9) Given the product [Cl:23][C:17]1[CH:18]=[CH:19][CH:20]=[C:21]2[C:16]=1[C:15](=[O:24])[N:14]([CH2:25][C:26]1[CH:31]=[CH:30][C:29]([F:32])=[CH:28][C:27]=1[F:33])[C:13]([C:11]1[S:12][C:8]([C:5]3[CH:6]=[CH:7][C:2]([NH:1][CH2:38][CH3:39])=[C:3]([C:34]([F:37])([F:36])[F:35])[CH:4]=3)=[CH:9][CH:10]=1)=[CH:22]2, predict the reactants needed to synthesize it. The reactants are: [NH2:1][C:2]1[CH:7]=[CH:6][C:5]([C:8]2[S:12][C:11]([C:13]3[N:14]([CH2:25][C:26]4[CH:31]=[CH:30][C:29]([F:32])=[CH:28][C:27]=4[F:33])[C:15](=[O:24])[C:16]4[C:21]([CH:22]=3)=[CH:20][CH:19]=[CH:18][C:17]=4[Cl:23])=[CH:10][CH:9]=2)=[CH:4][C:3]=1[C:34]([F:37])([F:36])[F:35].[CH:38](=O)[CH3:39].